This data is from Experimentally validated miRNA-target interactions with 360,000+ pairs, plus equal number of negative samples. The task is: Binary Classification. Given a miRNA mature sequence and a target amino acid sequence, predict their likelihood of interaction. (1) The protein sequence of the target gene is MSQVPTTYSFDAPTDFINFSSLDAEEDTENIDSWFDEKANLENKFLRQRGIGEPFQGKNSLRKAKLQQGFVTPLKAVDNTYHKETEKENLQKQSIPSNDCSSLDAKRAVSGNTPVQPQRRSIRLSAQKDLEQKEKNHVASVEMKAKRCVAPATDCPPQKRMKVSHKKKLEEEEEGSAPATSRKNERETLEKAKGKHTVPGVPPAREKVLKSTEEQEIEKRLRMQQEVVELRRKNEEFKKLALAGPGQPVKKSTSQVTKTVDFHFLTDERIKQHPKNQEEYKEVNFMSELRKHSSTPARGT.... Result: 0 (no interaction). The miRNA is hsa-miR-337-5p with sequence GAACGGCUUCAUACAGGAGUU. (2) The miRNA is hsa-miR-6807-3p with sequence CACUGCAUUCCUGCUUGGCCCAG. The protein sequence of the target gene is MAAADGALPEAAALEQPAELPASVRASIERKRQRALMLRQARLAARPYSATAAAATGGMANVKAAPKIIDTGGGFILEEEEEEEQKIGKVVHQPGPVMEFDYVICEECGKEFMDSYLMNHFDLPTCDNCRDADDKHKLITKTEAKQEYLLKDCDLEKREPPLKFIVKKNPHHSQWGDMKLYLKLQIVKRSLEVWGSQEALEEAKEVRQENREKMKQKKFDKKVKELRRAVRSSVWKRETIVHQHEYGPEENLEDDMYRKTCTMCGHELTYEKM. Result: 0 (no interaction). (3) The miRNA is hsa-miR-6789-3p with sequence CGGCGCCCGUGUCUCCUCCAG. The protein sequence of the target gene is MFRAGEASKRPLPGPSPPRVRSVEVARGRAGYGFTLSGQAPCVLSCVMRGSPADFVGLRAGDQILAVNEINVKKASHEDVVKLIGKCSGVLHMVIAEGVGRFESCSSDEEGGLYEGKGWLKPKLDSKALGINRAERVVEEMQSGGIFNMIFENPSLCASNSEPLKLKQRSLSESAATRFDVGHESINNPNPNMLSKEEISKVIHDDSVFSIGLESHDDFALDASILNVAMIVGYLGSIELPSTSSNLESDSLQAIRGCMRRLRAEQKIHSLVTMKIMHDCVQLSTDKAGVVAEYPAEKLA.... Result: 0 (no interaction).